From a dataset of Full USPTO retrosynthesis dataset with 1.9M reactions from patents (1976-2016). Predict the reactants needed to synthesize the given product. (1) Given the product [C:29]([C:28]1[CH:31]=[C:32]([F:35])[CH:33]=[CH:34][C:27]=1[O:7][CH2:8][CH2:9][N:10]1[CH2:11][CH2:12][NH:13][CH2:14][CH2:15]1)#[N:30], predict the reactants needed to synthesize it. The reactants are: CC(C)([O-])C.[K+].[OH:7][CH2:8][CH2:9][N:10]1[CH2:15][CH2:14][N:13](C(OCC2C=CC=CC=2)=O)[CH2:12][CH2:11]1.F[C:27]1[CH:34]=[CH:33][C:32]([F:35])=[CH:31][C:28]=1[C:29]#[N:30].[Cl-].[NH4+]. (2) Given the product [CH3:1][C:2]1[CH:7]=[CH:6][C:5]([C:8]2[O:9][C:10]([CH3:13])=[N:11][N:12]=2)=[CH:4][C:3]=1[C:14]1[CH:15]=[CH:16][C:17]([C:20]([N:22]([CH3:32])[CH2:23][C:24]2[CH:29]=[CH:28][CH:27]=[C:26]([CH3:30])[CH:25]=2)=[O:21])=[CH:18][CH:19]=1, predict the reactants needed to synthesize it. The reactants are: [CH3:1][C:2]1[CH:7]=[CH:6][C:5]([C:8]2[O:9][C:10]([CH3:13])=[N:11][N:12]=2)=[CH:4][C:3]=1[C:14]1[CH:19]=[CH:18][C:17]([C:20]([NH:22][CH2:23][C:24]2[CH:29]=[CH:28][CH:27]=[C:26]([CH3:30])[CH:25]=2)=[O:21])=[CH:16][CH:15]=1.I[CH3:32]. (3) Given the product [NH2:11][C:12](=[O:38])[CH2:13][N:14]1[CH:19]=[C:18]([C:20]([NH:22][CH2:23][C:24]2[CH:29]=[CH:28][C:27]([Cl:30])=[CH:26][CH:25]=2)=[O:21])[C:17](=[O:31])[C:16]2[S:32][C:33]([CH2:36][N:8]([CH2:7][CH:6]([C:2]3[O:1][CH:5]=[CH:4][CH:3]=3)[OH:10])[CH3:9])=[C:34]([CH3:35])[C:15]1=2, predict the reactants needed to synthesize it. The reactants are: [O:1]1[CH:5]=[CH:4][CH:3]=[C:2]1[CH:6]([OH:10])[CH2:7][NH:8][CH3:9].[NH2:11][C:12](=[O:38])[CH2:13][N:14]1[CH:19]=[C:18]([C:20]([NH:22][CH2:23][C:24]2[CH:29]=[CH:28][C:27]([Cl:30])=[CH:26][CH:25]=2)=[O:21])[C:17](=[O:31])[C:16]2[S:32][C:33]([CH2:36]Cl)=[C:34]([CH3:35])[C:15]1=2. (4) Given the product [F:33][C:30]1[CH:29]=[CH:28][C:27]([C:26]2[N:25]([CH2:34][CH2:35][CH:36]([CH3:37])[CH3:38])[N:24]=[C:23]([CH3:39])[C:22]=2[C:9]2[CH:10]=[CH:11][C:12]3[O:17][CH2:16][C:15](=[O:18])[NH:14][C:13]=3[CH:19]=2)=[CH:32][CH:31]=1, predict the reactants needed to synthesize it. The reactants are: CC1(C)C(C)(C)OB([C:9]2[CH:10]=[CH:11][C:12]3[O:17][CH2:16][C:15](=[O:18])[NH:14][C:13]=3[CH:19]=2)O1.Br[C:22]1[C:23]([CH3:39])=[N:24][N:25]([CH2:34][CH2:35][CH:36]([CH3:38])[CH3:37])[C:26]=1[C:27]1[CH:32]=[CH:31][C:30]([F:33])=[CH:29][CH:28]=1.C(=O)([O-])[O-].[Cs+].[Cs+].O. (5) Given the product [Cl:15][C:12]1[N:11]=[C:10]([N:26]2[C:27]3[C:23](=[CH:22][C:21]([O:20][CH3:19])=[CH:29][C:28]=3[Cl:18])[CH2:24][CH2:25]2)[C:9](=[O:17])[N:8]([CH:5]([CH:1]2[CH2:4][CH2:3][CH2:2]2)[CH2:6][CH3:7])[C:13]=1[CH3:14], predict the reactants needed to synthesize it. The reactants are: [CH:1]1([CH:5]([N:8]2[C:13]([CH3:14])=[C:12]([Cl:15])[N:11]=[C:10](Cl)[C:9]2=[O:17])[CH2:6][CH3:7])[CH2:4][CH2:3][CH2:2]1.[ClH:18].[CH3:19][O:20][C:21]1[CH:22]=[C:23]2[C:27](=[C:28](C)[CH:29]=1)[NH:26][CH2:25][CH2:24]2. (6) Given the product [Cl:1][C:2]1[CH:33]=[CH:32][CH:31]=[C:30]([Cl:34])[C:3]=1[C:4]([NH:6][C@@H:7]([CH2:11][C:12]1[CH:13]=[C:14]2[C:19](=[CH:20][CH:21]=1)[N:18]=[C:17]([C:22]1[C:27]([Cl:28])=[CH:26][CH:25]=[CH:24][C:23]=1[Cl:29])[CH:16]=[CH:15]2)[C:8]([OH:10])=[O:9])=[O:5], predict the reactants needed to synthesize it. The reactants are: [Cl:1][C:2]1[CH:33]=[CH:32][CH:31]=[C:30]([Cl:34])[C:3]=1[C:4]([NH:6][C@H:7]([CH2:11][C:12]1[CH:13]=[C:14]2[C:19](=[CH:20][CH:21]=1)[N:18]=[C:17]([C:22]1[C:27]([Cl:28])=[CH:26][CH:25]=[CH:24][C:23]=1[Cl:29])[CH:16]=[CH:15]2)[C:8]([OH:10])=[O:9])=[O:5].C(OC(N[C@H](CC1C=C2C(=CC=1)NC(C1C(Cl)=CC=CC=1Cl)CC2SC1C=CC=CC=1)C(OC)=O)=O)(C)(C)C.C(OC(N[C@H](CC1C=C2C(=CC=1)N=C(C1C(Cl)=CC=CC=1Cl)C=C2)C(OC)=O)=O)(C)(C)C.N[C@H](CC1C=C2C(=CC=1)N=C(C1C(Cl)=CC=CC=1Cl)C=C2)C(OC)=O. (7) Given the product [CH2:36]([NH:39][C:33]([C:30]1[S:29][C:25]2[N:26]=[CH:27][N:28]=[C:23]([NH:22][C:21]3[C:16]([O:15][CH:12]4[CH2:11][CH2:10][CH:9]([NH2:8])[CH2:14][CH2:13]4)=[N:17][CH:18]=[CH:19][CH:20]=3)[C:24]=2[C:31]=1[CH3:32])=[O:34])[CH2:37][CH3:38], predict the reactants needed to synthesize it. The reactants are: C(OC([NH:8][CH:9]1[CH2:14][CH2:13][CH:12]([O:15][C:16]2[C:21]([NH:22][C:23]3[C:24]4[C:31]([CH3:32])=[C:30]([C:33](O)=[O:34])[S:29][C:25]=4[N:26]=[CH:27][N:28]=3)=[CH:20][CH:19]=[CH:18][N:17]=2)[CH2:11][CH2:10]1)=O)(C)(C)C.[CH2:36]([NH2:39])[CH2:37][CH3:38]. (8) Given the product [OH:21][C:18]1[CH:17]=[CH:16][C:15]([C:14]([Ge:9]([C:7](=[O:8])[C:6]2[CH:5]=[CH:4][C:3]([OH:2])=[CH:25][CH:24]=2)([CH2:10][CH3:11])[CH2:12][CH3:13])=[O:23])=[CH:20][CH:19]=1, predict the reactants needed to synthesize it. The reactants are: C[O:2][C:3]1[CH:25]=[CH:24][C:6]([C:7]([Ge:9]([C:14](=[O:23])[C:15]2[CH:20]=[CH:19][C:18]([O:21]C)=[CH:17][CH:16]=2)([CH2:12][CH3:13])[CH2:10][CH3:11])=[O:8])=[CH:5][CH:4]=1.[Cl-].[Al+3].[Cl-].[Cl-].O.